This data is from Full USPTO retrosynthesis dataset with 1.9M reactions from patents (1976-2016). The task is: Predict the reactants needed to synthesize the given product. Given the product [CH3:12][C:9]1[NH:8][C:5]2=[N:6][CH:7]=[C:2]([B:18]3[O:22][C:21]([CH3:24])([CH3:23])[C:20]([CH3:26])([CH3:25])[O:19]3)[CH:3]=[C:4]2[C:10]=1[CH3:11], predict the reactants needed to synthesize it. The reactants are: Br[C:2]1[CH:3]=[C:4]2[C:10]([CH3:11])=[C:9]([CH3:12])[NH:8][C:5]2=[N:6][CH:7]=1.CC([O-])=O.[K+].[B:18]1([B:18]2[O:22][C:21]([CH3:24])([CH3:23])[C:20]([CH3:26])([CH3:25])[O:19]2)[O:22][C:21]([CH3:24])([CH3:23])[C:20]([CH3:26])([CH3:25])[O:19]1.